Dataset: NCI-60 drug combinations with 297,098 pairs across 59 cell lines. Task: Regression. Given two drug SMILES strings and cell line genomic features, predict the synergy score measuring deviation from expected non-interaction effect. (1) Drug 1: C1=CN(C(=O)N=C1N)C2C(C(C(O2)CO)O)O.Cl. Drug 2: CC1C(C(CC(O1)OC2CC(OC(C2O)C)OC3=CC4=CC5=C(C(=O)C(C(C5)C(C(=O)C(C(C)O)O)OC)OC6CC(C(C(O6)C)O)OC7CC(C(C(O7)C)O)OC8CC(C(C(O8)C)O)(C)O)C(=C4C(=C3C)O)O)O)O. Cell line: NCIH23. Synergy scores: CSS=72.4, Synergy_ZIP=2.99, Synergy_Bliss=4.12, Synergy_Loewe=2.62, Synergy_HSA=3.79. (2) Drug 1: CC1OCC2C(O1)C(C(C(O2)OC3C4COC(=O)C4C(C5=CC6=C(C=C35)OCO6)C7=CC(=C(C(=C7)OC)O)OC)O)O. Drug 2: C1=NC2=C(N=C(N=C2N1C3C(C(C(O3)CO)O)O)F)N. Cell line: SK-OV-3. Synergy scores: CSS=8.93, Synergy_ZIP=-3.31, Synergy_Bliss=0.187, Synergy_Loewe=-3.75, Synergy_HSA=-0.0205. (3) Drug 1: COC1=NC(=NC2=C1N=CN2C3C(C(C(O3)CO)O)O)N. Drug 2: CCCCC(=O)OCC(=O)C1(CC(C2=C(C1)C(=C3C(=C2O)C(=O)C4=C(C3=O)C=CC=C4OC)O)OC5CC(C(C(O5)C)O)NC(=O)C(F)(F)F)O. Cell line: SN12C. Synergy scores: CSS=47.4, Synergy_ZIP=1.87, Synergy_Bliss=5.50, Synergy_Loewe=-5.04, Synergy_HSA=4.88. (4) Drug 1: CC1=CC2C(CCC3(C2CCC3(C(=O)C)OC(=O)C)C)C4(C1=CC(=O)CC4)C. Drug 2: C1=CC=C(C=C1)NC(=O)CCCCCCC(=O)NO. Cell line: HCC-2998. Synergy scores: CSS=-6.96, Synergy_ZIP=-1.30, Synergy_Bliss=-15.1, Synergy_Loewe=-56.1, Synergy_HSA=-17.9. (5) Drug 1: CC12CCC3C(C1CCC2O)C(CC4=C3C=CC(=C4)O)CCCCCCCCCS(=O)CCCC(C(F)(F)F)(F)F. Cell line: 786-0. Synergy scores: CSS=-1.59, Synergy_ZIP=0.375, Synergy_Bliss=-0.449, Synergy_Loewe=-0.634, Synergy_HSA=-1.22. Drug 2: C1=CN(C=N1)CC(O)(P(=O)(O)O)P(=O)(O)O. (6) Drug 1: CC1C(C(=O)NC(C(=O)N2CCCC2C(=O)N(CC(=O)N(C(C(=O)O1)C(C)C)C)C)C(C)C)NC(=O)C3=C4C(=C(C=C3)C)OC5=C(C(=O)C(=C(C5=N4)C(=O)NC6C(OC(=O)C(N(C(=O)CN(C(=O)C7CCCN7C(=O)C(NC6=O)C(C)C)C)C)C(C)C)C)N)C. Drug 2: CCCCC(=O)OCC(=O)C1(CC(C2=C(C1)C(=C3C(=C2O)C(=O)C4=C(C3=O)C=CC=C4OC)O)OC5CC(C(C(O5)C)O)NC(=O)C(F)(F)F)O. Cell line: SK-MEL-28. Synergy scores: CSS=76.8, Synergy_ZIP=11.3, Synergy_Bliss=9.56, Synergy_Loewe=7.26, Synergy_HSA=7.93. (7) Drug 1: CCC1=CC2CC(C3=C(CN(C2)C1)C4=CC=CC=C4N3)(C5=C(C=C6C(=C5)C78CCN9C7C(C=CC9)(C(C(C8N6C)(C(=O)OC)O)OC(=O)C)CC)OC)C(=O)OC.C(C(C(=O)O)O)(C(=O)O)O. Drug 2: CC1=C(N=C(N=C1N)C(CC(=O)N)NCC(C(=O)N)N)C(=O)NC(C(C2=CN=CN2)OC3C(C(C(C(O3)CO)O)O)OC4C(C(C(C(O4)CO)O)OC(=O)N)O)C(=O)NC(C)C(C(C)C(=O)NC(C(C)O)C(=O)NCCC5=NC(=CS5)C6=NC(=CS6)C(=O)NCCC[S+](C)C)O. Cell line: SF-295. Synergy scores: CSS=51.9, Synergy_ZIP=-6.54, Synergy_Bliss=-2.31, Synergy_Loewe=0.589, Synergy_HSA=3.44.